From a dataset of Forward reaction prediction with 1.9M reactions from USPTO patents (1976-2016). Predict the product of the given reaction. Given the reactants [Cl:1][C:2]1[CH:3]=[CH:4][C:5]([NH:18][CH2:19][CH:20]2[CH2:25][CH2:24][NH:23][CH2:22][CH2:21]2)=[C:6]([CH:17]=1)[C:7]([NH:9][C:10]1[CH:15]=[CH:14][C:13]([CH3:16])=[CH:12][N:11]=1)=[O:8].[S:26]1[CH2:30][CH2:29][C:28](=O)[CH2:27]1.C([BH3-])#N.[Na+], predict the reaction product. The product is: [Cl:1][C:2]1[CH:3]=[CH:4][C:5]([NH:18][CH2:19][CH:20]2[CH2:25][CH2:24][N:23]([CH:28]3[CH2:29][CH2:30][S:26][CH2:27]3)[CH2:22][CH2:21]2)=[C:6]([CH:17]=1)[C:7]([NH:9][C:10]1[CH:15]=[CH:14][C:13]([CH3:16])=[CH:12][N:11]=1)=[O:8].